Dataset: Full USPTO retrosynthesis dataset with 1.9M reactions from patents (1976-2016). Task: Predict the reactants needed to synthesize the given product. (1) Given the product [C:42]([N:45]1[CH2:50][CH2:49][N:48]([CH2:2][CH2:3][CH2:4][CH2:5][O:6][C:7]2[CH:16]=[C:15]3[C:10]([C:11]([NH:17][C:18]4[C:26]5[O:25][CH2:24][O:23][C:22]=5[C:21]([C:27]#[C:28][CH2:29][O:30][CH3:31])=[CH:20][C:19]=4[Cl:32])=[N:12][CH:13]=[N:14]3)=[CH:9][C:8]=2[O:33][CH3:34])[CH2:47][CH2:46]1)(=[O:44])[CH3:43], predict the reactants needed to synthesize it. The reactants are: Cl[CH2:2][CH2:3][CH2:4][CH2:5][O:6][C:7]1[CH:16]=[C:15]2[C:10]([C:11]([NH:17][C:18]3[C:26]4[O:25][CH2:24][O:23][C:22]=4[C:21]([C:27]#[C:28][CH2:29][O:30][CH3:31])=[CH:20][C:19]=3[Cl:32])=[N:12][CH:13]=[N:14]2)=[CH:9][C:8]=1[O:33][CH3:34].C(N(CC)CC)C.[C:42]([N:45]1[CH2:50][CH2:49][NH:48][CH2:47][CH2:46]1)(=[O:44])[CH3:43].COC(O)C. (2) Given the product [Cl:9][CH2:10][CH2:11][NH:12][C:13]([NH:5][C:4]1[CH:6]=[CH:7][CH:8]=[C:2]([F:1])[CH:3]=1)=[O:14], predict the reactants needed to synthesize it. The reactants are: [F:1][C:2]1[CH:3]=[C:4]([CH:6]=[CH:7][CH:8]=1)[NH2:5].[Cl:9][CH2:10][CH2:11][N:12]=[C:13]=[O:14].[N-]=C=O. (3) Given the product [CH3:11][C:12]1[N:13]([C:18]2[N:23]=[C:22]([CH2:24][C:25]([NH:8][C:7]3[CH:9]=[CH:10][C:4]([N+:1]([O-:3])=[O:2])=[CH:5][CH:6]=3)=[O:26])[CH:21]=[CH:20][CH:19]=2)[C:14]([CH3:17])=[CH:15][CH:16]=1, predict the reactants needed to synthesize it. The reactants are: [N+:1]([C:4]1[CH:10]=[CH:9][C:7]([NH2:8])=[CH:6][CH:5]=1)([O-:3])=[O:2].[CH3:11][C:12]1[N:13]([C:18]2[N:23]=[C:22]([CH2:24][C:25](O)=[O:26])[CH:21]=[CH:20][CH:19]=2)[C:14]([CH3:17])=[CH:15][CH:16]=1.F[P-](F)(F)(F)(F)F.N1(O[P+](N2CCCC2)(N2CCCC2)N2CCCC2)C2C=CC=CC=2N=N1.C(NC(C)C)(C)C.Cl. (4) The reactants are: [OH:1][C:2]1[C:11]2[C:6](=[CH:7][C:8]([O:12][C:13]3[CH:18]=[C:17]([F:19])[CH:16]=[C:15]([F:20])[CH:14]=3)=[CH:9][CH:10]=2)[C:5]([CH3:21])=[N:4][C:3]=1[C:22](OC)=[O:23].[NH2:26][CH2:27][C:28]([OH:30])=[O:29].C[O-].[Na+]. Given the product [OH:1][C:2]1[C:11]2[C:6](=[CH:7][C:8]([O:12][C:13]3[CH:18]=[C:17]([F:19])[CH:16]=[C:15]([F:20])[CH:14]=3)=[CH:9][CH:10]=2)[C:5]([CH3:21])=[N:4][C:3]=1[C:22]([NH:26][CH2:27][C:28]([OH:30])=[O:29])=[O:23], predict the reactants needed to synthesize it. (5) Given the product [CH2:34]([C@@H:14]([CH2:13][CH2:12][C@H:8]([CH2:1][C:2]1[CH:3]=[CH:4][CH:5]=[CH:6][CH:7]=1)[C:9]([NH:41][C@H:42]1[C:48]([CH3:50])([CH3:49])[CH:47]=[CH:46][CH2:45][N:44]([C:51]2[CH:56]=[CH:55][CH:54]=[CH:53][CH:52]=2)[C:43]1=[O:57])=[O:10])[C:15]([NH:17][C@H:18]1[CH2:24][CH2:23][S:22][C@H:21]2[CH2:25][CH2:26][CH2:27][C@@H:28]([C:29]([O:31][CH3:32])=[O:30])[N:20]2[C:19]1=[O:33])=[O:16])[C:35]1[CH:40]=[CH:39][CH:38]=[CH:37][CH:36]=1, predict the reactants needed to synthesize it. The reactants are: [CH2:1]([C@@H:8]([CH2:12][CH2:13][C@H:14]([CH2:34][C:35]1[CH:40]=[CH:39][CH:38]=[CH:37][CH:36]=1)[C:15]([NH:17][C@H:18]1[CH2:24][CH2:23][S:22][C@H:21]2[CH2:25][CH2:26][CH2:27][C@@H:28]([C:29]([O:31][CH3:32])=[O:30])[N:20]2[C:19]1=[O:33])=[O:16])[C:9](O)=[O:10])[C:2]1[CH:7]=[CH:6][CH:5]=[CH:4][CH:3]=1.[NH2:41][CH:42]1[C:48]([CH3:50])([CH3:49])[CH:47]=[CH:46][CH2:45][N:44]([C:51]2[CH:56]=[CH:55][CH:54]=[CH:53][CH:52]=2)[C:43]1=[O:57].